From a dataset of Forward reaction prediction with 1.9M reactions from USPTO patents (1976-2016). Predict the product of the given reaction. Given the reactants [C:1]([O:9][C@@H:10]1[C@@:16]([CH2:27][OH:28])([CH2:17][O:18][C:19](=[O:26])[C:20]2[CH:25]=[CH:24][CH:23]=[CH:22][CH:21]=2)[O:15][C@@H:12]([O:13][CH3:14])[C@H:11]1[F:29])(=[O:8])[C:2]1[CH:7]=[CH:6][CH:5]=[CH:4][CH:3]=1.[CH:30]1[CH:35]=[CH:34][C:33]([O:36][C:37](Cl)=[S:38])=[CH:32][CH:31]=1, predict the reaction product. The product is: [C:1]([O:9][C@@H:10]1[C@@:16]([CH2:27][O:28][C:37]([O:36][C:33]2[CH:34]=[CH:35][CH:30]=[CH:31][CH:32]=2)=[S:38])([CH2:17][O:18][C:19](=[O:26])[C:20]2[CH:25]=[CH:24][CH:23]=[CH:22][CH:21]=2)[O:15][C@@H:12]([O:13][CH3:14])[C@H:11]1[F:29])(=[O:8])[C:2]1[CH:3]=[CH:4][CH:5]=[CH:6][CH:7]=1.